Regression. Given a peptide amino acid sequence and an MHC pseudo amino acid sequence, predict their binding affinity value. This is MHC class I binding data. From a dataset of Peptide-MHC class I binding affinity with 185,985 pairs from IEDB/IMGT. (1) The peptide sequence is VSEHFSLLF. The MHC is HLA-A01:01 with pseudo-sequence HLA-A01:01. The binding affinity (normalized) is 0.839. (2) The peptide sequence is TSSASNKPI. The MHC is Mamu-A02 with pseudo-sequence Mamu-A02. The binding affinity (normalized) is 0.0935. (3) The peptide sequence is WVKKGGHVT. The MHC is HLA-A02:02 with pseudo-sequence HLA-A02:02. The binding affinity (normalized) is 0. (4) The binding affinity (normalized) is 0.215. The peptide sequence is MAISGDDCVV. The MHC is HLA-B51:01 with pseudo-sequence HLA-B51:01. (5) The peptide sequence is SPIVPSFDM. The MHC is HLA-B07:02 with pseudo-sequence HLA-B07:02. The binding affinity (normalized) is 0.913. (6) The peptide sequence is APRTLVLLL. The MHC is HLA-A31:01 with pseudo-sequence HLA-A31:01. The binding affinity (normalized) is 0.0847. (7) The peptide sequence is YTAVVPLVC. The MHC is Mamu-A02 with pseudo-sequence Mamu-A02. The binding affinity (normalized) is 0.142. (8) The peptide sequence is RFPLTFGW. The MHC is HLA-B18:01 with pseudo-sequence HLA-B18:01. The binding affinity (normalized) is 0. (9) The peptide sequence is ITSKSRQVL. The MHC is HLA-A02:01 with pseudo-sequence HLA-A02:01. The binding affinity (normalized) is 0.0847.